From a dataset of CYP3A4 inhibition data for predicting drug metabolism from PubChem BioAssay. Regression/Classification. Given a drug SMILES string, predict its absorption, distribution, metabolism, or excretion properties. Task type varies by dataset: regression for continuous measurements (e.g., permeability, clearance, half-life) or binary classification for categorical outcomes (e.g., BBB penetration, CYP inhibition). Dataset: cyp3a4_veith. (1) The compound is Cc1ccc(S(=O)(=O)NC(=O)NN2CCCCCC2)cc1. The result is 0 (non-inhibitor). (2) The compound is c1cncc(-c2cncnc2-n2ccnc2)c1. The result is 1 (inhibitor). (3) The drug is C[N+](C)(N)CCC[N+](C)(C)N. The result is 0 (non-inhibitor). (4) The compound is CN(C)c1ncc2nc(-c3cccc(C#N)c3)c(=O)n(C[C@H]3CCCO3)c2n1. The result is 0 (non-inhibitor). (5) The drug is CCC(=O)Nc1ccccc1C(=O)OCC(=O)c1ccccc1. The result is 0 (non-inhibitor). (6) The molecule is CC(=O)N1CCC2(CC1)CN(c1ccccn1)C2. The result is 0 (non-inhibitor). (7) The drug is CCC(C)NS(=O)(=O)c1ccc(NC(=O)CCC2CCCCC2)cc1. The result is 0 (non-inhibitor). (8) The drug is CCc1ccc(OCCNC(=O)c2cc(SC)ccc2Cl)cc1. The result is 1 (inhibitor). (9) The drug is COc1ccc2c(c1[N+](=O)[O-])CCC/C2=N/OC(=O)c1cccc2ccccc12. The result is 0 (non-inhibitor). (10) The drug is COc1ccc(CNC(=O)C2CC(c3cccc([N+](=O)[O-])c3)=NO2)cc1. The result is 1 (inhibitor).